This data is from Peptide-MHC class I binding affinity with 185,985 pairs from IEDB/IMGT. The task is: Regression. Given a peptide amino acid sequence and an MHC pseudo amino acid sequence, predict their binding affinity value. This is MHC class I binding data. (1) The peptide sequence is TYQLWTALI. The MHC is HLA-A24:02 with pseudo-sequence HLA-A24:02. The binding affinity (normalized) is 0.960. (2) The binding affinity (normalized) is 0.614. The peptide sequence is SVVNARLRAK. The MHC is HLA-A03:01 with pseudo-sequence HLA-A03:01. (3) The peptide sequence is GDYKLVEI. The MHC is Mamu-A02 with pseudo-sequence Mamu-A02. The binding affinity (normalized) is 0. (4) The peptide sequence is LLWTLVVLL. The MHC is HLA-B44:02 with pseudo-sequence HLA-B44:02. The binding affinity (normalized) is 0. (5) The peptide sequence is RPVGISSMV. The MHC is HLA-A30:01 with pseudo-sequence HLA-A30:01. The binding affinity (normalized) is 0.0847. (6) The peptide sequence is CLPACVYGL. The MHC is HLA-A02:02 with pseudo-sequence HLA-A02:02. The binding affinity (normalized) is 0.872.